Predict the reaction yield, written as a fraction of the theoretical maximum amount of product (1.0 means a 100% yield; for example, 0.34 means a 34% yield). From a dataset of Reaction yield outcomes from USPTO patents with 853,638 reactions. (1) The reactants are Br[C:2]1[CH:3]=[C:4]2[C:8](=[CH:9][CH:10]=1)[NH:7][C:6](=[O:11])[C:5]2([CH3:13])[CH3:12].[CH3:14][O:15][C:16]1[CH:17]=[C:18](B(O)O)[CH:19]=[CH:20][CH:21]=1.C(=O)([O-])[O-].[K+].[K+].[Cl-].[NH4+]. The catalyst is C(COC)OC.O.C1C=CC([P]([Pd]([P](C2C=CC=CC=2)(C2C=CC=CC=2)C2C=CC=CC=2)([P](C2C=CC=CC=2)(C2C=CC=CC=2)C2C=CC=CC=2)[P](C2C=CC=CC=2)(C2C=CC=CC=2)C2C=CC=CC=2)(C2C=CC=CC=2)C2C=CC=CC=2)=CC=1.CCOC(C)=O. The product is [CH3:14][O:15][C:16]1[CH:21]=[C:20]([C:2]2[CH:3]=[C:4]3[C:8](=[CH:9][CH:10]=2)[NH:7][C:6](=[O:11])[C:5]3([CH3:13])[CH3:12])[CH:19]=[CH:18][CH:17]=1. The yield is 0.310. (2) The reactants are [N+:1]([C:4]1[CH:5]=[C:6]2[C:11](=[O:12])[NH:10][C:8](=[O:9])[C:7]2=[CH:13][CH:14]=1)([O-:3])=[O:2].[CH:15]1([CH2:18]Br)[CH2:17][CH2:16]1.C(=O)([O-])[O-].[K+].[K+]. The catalyst is CN(C=O)C. The product is [CH:15]1([CH2:18][N:10]2[C:11](=[O:12])[C:6]3=[CH:5][C:4]([N+:1]([O-:3])=[O:2])=[CH:14][CH:13]=[C:7]3[C:8]2=[O:9])[CH2:17][CH2:16]1. The yield is 0.820. (3) The reactants are C(N(CC)CC)C.[CH2:8]([O:12][C:13]1[CH:18]=[CH:17][C:16]([S:19](Cl)(=[O:21])=[O:20])=[CH:15][CH:14]=1)[C:9]#[C:10][CH3:11].[NH2:23][CH2:24][C:25]([N:34]1[CH2:39][CH2:38][N:37]([C:40]([O:42][C:43]([CH3:46])([CH3:45])[CH3:44])=[O:41])[CH2:36][CH2:35]1)([C:30]([O:32][CH3:33])=[O:31])[C:26]([O:28][CH3:29])=[O:27]. The catalyst is ClCCl. The product is [C:43]([O:42][C:40]([N:37]1[CH2:38][CH2:39][N:34]([C:25]([CH2:24][NH:23][S:19]([C:16]2[CH:17]=[CH:18][C:13]([O:12][CH2:8][C:9]#[C:10][CH3:11])=[CH:14][CH:15]=2)(=[O:21])=[O:20])([C:30]([O:32][CH3:33])=[O:31])[C:26]([O:28][CH3:29])=[O:27])[CH2:35][CH2:36]1)=[O:41])([CH3:45])([CH3:46])[CH3:44]. The yield is 0.510.